Dataset: Forward reaction prediction with 1.9M reactions from USPTO patents (1976-2016). Task: Predict the product of the given reaction. (1) Given the reactants O=P(Cl)(Cl)[Cl:3].N1C2C(=CC=CC=2)C=CC=1.[Cl:16][C:17]1[C:18](O)=[N:19][CH:20]=[C:21]([N+:23]([O-:25])=[O:24])[CH:22]=1, predict the reaction product. The product is: [Cl:3][C:18]1[C:17]([Cl:16])=[CH:22][C:21]([N+:23]([O-:25])=[O:24])=[CH:20][N:19]=1. (2) Given the reactants Cl[C:2]1[N:11]=[C:10](Cl)[C:9]2[C:4](=[CH:5][CH:6]=[CH:7][CH:8]=2)[N:3]=1.[Cl:13][C:14]1[CH:20]=[CH:19][CH:18]=[CH:17][C:15]=1[NH2:16].[CH3:21][C:22]1[CH:26]=[C:25]([CH3:27])[NH:24][N:23]=1, predict the reaction product. The product is: [Cl:13][C:14]1[CH:20]=[CH:19][CH:18]=[CH:17][C:15]=1[NH:16][C:10]1[C:9]2[C:4](=[CH:5][CH:6]=[CH:7][CH:8]=2)[N:3]=[C:2]([N:23]2[C:22]([CH3:21])=[CH:26][C:25]([CH3:27])=[N:24]2)[N:11]=1. (3) The product is: [I-:24].[OH:12][C:11]([C:18]1[S:19][CH:20]=[CH:21][CH:22]=1)([C:13]1[S:14][CH:15]=[CH:16][CH:17]=1)[CH:10]=[C:5]1[CH2:4][CH:3]2[N+:2]([CH3:25])([CH3:1])[CH:7]([CH2:8][CH2:9]2)[CH2:6]1. Given the reactants [CH3:1][N:2]1[CH:7]2[CH2:8][CH2:9][CH:3]1[CH2:4][C:5](=[CH:10][C:11]([C:18]1[S:19][CH:20]=[CH:21][CH:22]=1)([C:13]1[S:14][CH:15]=[CH:16][CH:17]=1)[OH:12])[CH2:6]2.C[I:24].[C:25]([O-])([O-])=O.[K+].[K+], predict the reaction product.